This data is from Full USPTO retrosynthesis dataset with 1.9M reactions from patents (1976-2016). The task is: Predict the reactants needed to synthesize the given product. Given the product [Br:21][C:22]1[CH:27]=[CH:26][C:25]([CH2:28][CH:9]2[CH2:10][CH2:11][N:7]([CH:1]3[CH2:6][CH2:5][CH:4]=[CH:3][CH2:2]3)[C:8]2=[O:12])=[C:24]([Cl:30])[CH:23]=1, predict the reactants needed to synthesize it. The reactants are: [CH:1]1([N:7]2[CH2:11][CH2:10][CH2:9][C:8]2=[O:12])[CH2:6][CH2:5][CH:4]=[CH:3][CH2:2]1.[Li+].CC([N-]C(C)C)C.[Br:21][C:22]1[CH:27]=[CH:26][C:25]([CH2:28]Br)=[C:24]([Cl:30])[CH:23]=1.